This data is from NCI-60 drug combinations with 297,098 pairs across 59 cell lines. The task is: Regression. Given two drug SMILES strings and cell line genomic features, predict the synergy score measuring deviation from expected non-interaction effect. Drug 1: C1CC(=O)NC(=O)C1N2CC3=C(C2=O)C=CC=C3N. Drug 2: C1CN(P(=O)(OC1)NCCCl)CCCl. Cell line: CCRF-CEM. Synergy scores: CSS=8.39, Synergy_ZIP=1.01, Synergy_Bliss=-6.43, Synergy_Loewe=-5.18, Synergy_HSA=-4.68.